Task: Predict the product of the given reaction.. Dataset: Forward reaction prediction with 1.9M reactions from USPTO patents (1976-2016) (1) Given the reactants Br[C:2]1[C:3]2[N:4]([N:8]=[C:9]([NH:11][C:12]3[CH:13]=[N:14][N:15]([CH2:17][O:18][CH2:19][CH2:20][Si:21]([CH3:24])([CH3:23])[CH3:22])[CH:16]=3)[N:10]=2)[CH:5]=[CH:6][CH:7]=1.[Cl:25][C:26]1[CH:31]=[CH:30][C:29]([C:32]2([CH2:38][OH:39])[CH2:37][CH2:36][NH:35][CH2:34][CH2:33]2)=[CH:28][CH:27]=1, predict the reaction product. The product is: [Cl:25][C:26]1[CH:31]=[CH:30][C:29]([C:32]2([CH2:38][OH:39])[CH2:37][CH2:36][N:35]([C:2]3[C:3]4[N:4]([N:8]=[C:9]([NH:11][C:12]5[CH:13]=[N:14][N:15]([CH2:17][O:18][CH2:19][CH2:20][Si:21]([CH3:24])([CH3:23])[CH3:22])[CH:16]=5)[N:10]=4)[CH:5]=[CH:6][CH:7]=3)[CH2:34][CH2:33]2)=[CH:28][CH:27]=1. (2) Given the reactants [C:1]([O:5][C:6]([NH:8][CH:9]([CH2:36][CH:37]([CH2:41][C:42]1[CH:47]=[CH:46][C:45]([CH3:48])=[C:44]([O:49][CH2:50][CH2:51][CH2:52][O:53][CH3:54])[CH:43]=1)[CH:38]([CH3:40])[CH3:39])[CH:10]([OH:35])[CH2:11][CH:12]([CH:32]([CH3:34])[CH3:33])[C:13]([NH:15][CH:16]1[CH2:21][CH2:20][N:19](C(OCC2C=CC=CC=2)=O)[CH2:18][CH2:17]1)=[O:14])=[O:7])([CH3:4])([CH3:3])[CH3:2], predict the reaction product. The product is: [OH:35][CH:10]([CH2:11][CH:12]([C:13](=[O:14])[NH:15][CH:16]1[CH2:21][CH2:20][NH:19][CH2:18][CH2:17]1)[CH:32]([CH3:33])[CH3:34])[CH:9]([NH:8][C:6](=[O:7])[O:5][C:1]([CH3:4])([CH3:3])[CH3:2])[CH2:36][CH:37]([CH2:41][C:42]1[CH:47]=[CH:46][C:45]([CH3:48])=[C:44]([O:49][CH2:50][CH2:51][CH2:52][O:53][CH3:54])[CH:43]=1)[CH:38]([CH3:39])[CH3:40]. (3) Given the reactants [N:1]1[CH:6]=[CH:5][C:4]([CH2:7][NH:8][C:9](=[O:16])[NH:10][O:11][CH2:12][C:13]([OH:15])=O)=[CH:3][CH:2]=1.[NH2:17][C@@H:18]([CH2:42][C:43]1[CH:48]=[CH:47][C:46]([O:49][C:50]([CH3:53])([CH3:52])[CH3:51])=[CH:45][CH:44]=1)[C:19]([N:21]([C@@H:33]([CH3:41])[CH:34]([O:38][CH2:39][CH3:40])[O:35][CH2:36][CH3:37])[CH2:22][C:23]1[CH:24]=[CH:25][CH:26]=[C:27]2[C:32]=1[N:31]=[CH:30][CH:29]=[CH:28]2)=[O:20], predict the reaction product. The product is: [C:50]([O:49][C:46]1[CH:47]=[CH:48][C:43]([CH2:42][C@H:18]([NH:17][C:13](=[O:15])[CH2:12][O:11][NH:10][C:9]([NH:8][CH2:7][C:4]2[CH:3]=[CH:2][N:1]=[CH:6][CH:5]=2)=[O:16])[C:19]([N:21]([C@@H:33]([CH3:41])[CH:34]([O:38][CH2:39][CH3:40])[O:35][CH2:36][CH3:37])[CH2:22][C:23]2[CH:24]=[CH:25][CH:26]=[C:27]3[C:32]=2[N:31]=[CH:30][CH:29]=[CH:28]3)=[O:20])=[CH:44][CH:45]=1)([CH3:53])([CH3:51])[CH3:52]. (4) Given the reactants [CH:1]([C:3]1[CH:30]=[CH:29][C:6]2[N:7]([CH2:24][C:25]([OH:28])([CH3:27])[CH3:26])[C:8]([NH:10][C:11]([C:13]3[S:14][C:15]([C:18]4[O:22][C:21]([CH3:23])=[N:20][CH:19]=4)=[CH:16][CH:17]=3)=[O:12])=[N:9][C:5]=2[CH:4]=1)=O.[NH2:31][C:32]1[CH:37]=[CH:36][CH:35]=[CH:34][CH:33]=1.C(=O)C1C=CC=CC=1, predict the reaction product. The product is: [OH:28][C:25]([CH3:26])([CH3:27])[CH2:24][N:7]1[C:6]2[CH:29]=[CH:30][C:3]([CH2:1][NH:31][C:32]3[CH:37]=[CH:36][CH:35]=[CH:34][CH:33]=3)=[CH:4][C:5]=2[N:9]=[C:8]1[NH:10][C:11]([C:13]1[S:14][C:15]([C:18]2[O:22][C:21]([CH3:23])=[N:20][CH:19]=2)=[CH:16][CH:17]=1)=[O:12]. (5) Given the reactants [Cl:1][C:2]1[CH:8]=[C:7]([Cl:9])[C:5]([OH:6])=[CH:4][C:3]=1[OH:10].C(=O)([O-])[O-].[K+].[K+].Br[CH2:18][C:19]([O:21][CH3:22])=[O:20].O, predict the reaction product. The product is: [Cl:1][C:2]1[CH:8]=[C:7]([Cl:9])[C:5]([OH:6])=[CH:4][C:3]=1[O:10][CH2:18][C:19]([O:21][CH3:22])=[O:20]. (6) Given the reactants Br[C:2]1[C:10]([CH3:11])=[CH:9][C:8]2[C:4](=[CH:5][N:6]([CH2:12][CH:13]3[CH2:16][N:15]([C:17]([O:19][C:20]([CH3:23])([CH3:22])[CH3:21])=[O:18])[CH2:14]3)[N:7]=2)[CH:3]=1.C[OH:25].C1CCN2C(=NCCC2)CC1.[O:37]1[CH2:41]CC[CH2:38]1, predict the reaction product. The product is: [C:20]([O:19][C:17]([N:15]1[CH2:16][CH:13]([CH2:12][N:6]2[CH:5]=[C:4]3[C:8]([CH:9]=[C:10]([CH3:11])[C:2]([C:38]([O:37][CH3:41])=[O:25])=[CH:3]3)=[N:7]2)[CH2:14]1)=[O:18])([CH3:23])([CH3:22])[CH3:21].